Dataset: Reaction yield outcomes from USPTO patents with 853,638 reactions. Task: Predict the reaction yield, written as a fraction of the theoretical maximum amount of product (1.0 means a 100% yield; for example, 0.34 means a 34% yield). The product is [F:1][C:2]([F:7])([F:6])[C:3]([OH:5])=[O:4].[C:45]([CH2:44][N:23]1[CH2:22][CH2:21][CH:20]([C:18]2[CH:17]=[CH:16][C:15]([NH:26][C:27]([C:29]3[NH:30][CH:31]=[C:32]([C:34]#[N:35])[N:33]=3)=[O:28])=[C:14]([C:8]3[CH2:13][CH2:12][CH2:11][CH2:10][CH:9]=3)[CH:19]=2)[CH2:25][CH2:24]1)(=[O:46])[NH2:47]. The reactants are [F:1][C:2]([F:7])([F:6])[C:3]([OH:5])=[O:4].[C:8]1([C:14]2[CH:19]=[C:18]([CH:20]3[CH2:25][CH2:24][NH:23][CH2:22][CH2:21]3)[CH:17]=[CH:16][C:15]=2[NH:26][C:27]([C:29]2[NH:30][CH:31]=[C:32]([C:34]#[N:35])[N:33]=2)=[O:28])[CH2:13][CH2:12][CH2:11][CH2:10][CH:9]=1.CCN(CC)CC.Br[CH2:44][C:45]([NH2:47])=[O:46]. The catalyst is C(Cl)Cl. The yield is 0.750.